Dataset: Forward reaction prediction with 1.9M reactions from USPTO patents (1976-2016). Task: Predict the product of the given reaction. (1) Given the reactants [Br:1][C:2]1[CH:7]=[C:6]([Cl:8])[C:5]([OH:9])=[C:4]([CH3:10])[CH:3]=1.[CH2:11](Br)[C:12]1[CH:17]=[CH:16][CH:15]=[CH:14][CH:13]=1.C(=O)([O-])[O-].[K+].[K+], predict the reaction product. The product is: [Br:1][C:2]1[CH:7]=[C:6]([Cl:8])[C:5]([O:9][CH2:11][C:12]2[CH:17]=[CH:16][CH:15]=[CH:14][CH:13]=2)=[C:4]([CH3:10])[CH:3]=1. (2) Given the reactants [NH2:1][C@:2]12[CH2:37][CH2:36][C@@H:35]([C:38]([CH3:40])=[CH2:39])[C@@H:3]1[C@@H:4]1[C@@:17]([CH3:20])([CH2:18][CH2:19]2)[C@@:16]2([CH3:21])[C@@H:7]([C@:8]3([CH3:34])[C@@H:13]([CH2:14][CH2:15]2)[C:12]([CH3:23])([CH3:22])[C:11]([C:24]2[CH:33]=[CH:32][C:27]([C:28]([O:30]C)=[O:29])=[CH:26][CH:25]=2)=[CH:10][CH2:9]3)[CH2:6][CH2:5]1.[Si]([O:48][CH2:49][CH:50]=O)(C(C)(C)C)(C)C.C(O[BH-](OC(=O)C)OC(=O)C)(=O)C.[Na+], predict the reaction product. The product is: [OH:48][CH2:49][CH2:50][NH:1][C@:2]12[CH2:37][CH2:36][C@@H:35]([C:38]([CH3:40])=[CH2:39])[C@@H:3]1[C@@H:4]1[C@@:17]([CH3:20])([CH2:18][CH2:19]2)[C@@:16]2([CH3:21])[C@@H:7]([C@:8]3([CH3:34])[C@@H:13]([CH2:14][CH2:15]2)[C:12]([CH3:22])([CH3:23])[C:11]([C:24]2[CH:33]=[CH:32][C:27]([C:28]([OH:30])=[O:29])=[CH:26][CH:25]=2)=[CH:10][CH2:9]3)[CH2:6][CH2:5]1. (3) Given the reactants C([O:8][C:9]1[CH:10]=[CH:11][C:12]2[C:13]3[N:21]([CH2:22][CH:23]([CH3:25])[CH3:24])[C:20]([CH3:26])=[N:19][C:14]=3[CH:15]=[N:16][C:17]=2[CH:18]=1)C1C=CC=CC=1.[H][H], predict the reaction product. The product is: [CH3:26][C:20]1[N:21]([CH2:22][CH:23]([CH3:25])[CH3:24])[C:13]2[C:12]3[CH:11]=[CH:10][C:9]([OH:8])=[CH:18][C:17]=3[N:16]=[CH:15][C:14]=2[N:19]=1.